This data is from Full USPTO retrosynthesis dataset with 1.9M reactions from patents (1976-2016). The task is: Predict the reactants needed to synthesize the given product. (1) Given the product [F:1][C:2]([F:17])([F:16])[C:3]1[C:12]([C:13]([Cl:26])=[O:14])=[CH:11][C:10]2[C:5](=[N:6][CH:7]=[CH:8][CH:9]=2)[N:4]=1, predict the reactants needed to synthesize it. The reactants are: [F:1][C:2]([F:17])([F:16])[C:3]1[C:12]([C:13](O)=[O:14])=[CH:11][C:10]2[C:5](=[N:6][CH:7]=[CH:8][CH:9]=2)[N:4]=1.CN(C)C=O.C(Cl)(=O)C([Cl:26])=O. (2) The reactants are: [CH2:1]([N:3]([CH:30]1[CH2:35][CH2:34][O:33][CH2:32][CH2:31]1)[C:4]1[CH:5]=[C:6]([C:15]#[C:16][CH:17]2[CH2:22][CH2:21][N:20]([C:23]([O:25][C:26]([CH3:29])([CH3:28])[CH3:27])=[O:24])[CH2:19][CH2:18]2)[CH:7]=[C:8]([C:11]([O:13]C)=[O:12])[C:9]=1[CH3:10])[CH3:2].[OH-].[Na+]. Given the product [C:26]([O:25][C:23]([N:20]1[CH2:21][CH2:22][CH:17]([C:16]#[C:15][C:6]2[CH:5]=[C:4]([N:3]([CH2:1][CH3:2])[CH:30]3[CH2:35][CH2:34][O:33][CH2:32][CH2:31]3)[C:9]([CH3:10])=[C:8]([CH:7]=2)[C:11]([OH:13])=[O:12])[CH2:18][CH2:19]1)=[O:24])([CH3:28])([CH3:29])[CH3:27], predict the reactants needed to synthesize it. (3) Given the product [N:1]1[CH:2]=[CH:3][C:4]([C:7]2[CH:8]=[CH:9][C:10]([C:13]3[O:14][C:15]4[C:21]([C:22]([NH2:26])=[O:24])=[CH:20][CH:19]=[CH:18][C:16]=4[N:17]=3)=[CH:11][CH:12]=2)=[CH:5][CH:6]=1, predict the reactants needed to synthesize it. The reactants are: [N:1]1[CH:6]=[CH:5][C:4]([C:7]2[CH:12]=[CH:11][C:10]([C:13]3[O:14][C:15]4[C:21]([C:22]([O:24]C)=O)=[CH:20][CH:19]=[CH:18][C:16]=4[N:17]=3)=[CH:9][CH:8]=2)=[CH:3][CH:2]=1.[NH3:26]. (4) Given the product [CH2:1]([N:8]([CH2:21][C:22]1[CH:23]=[CH:24][C:25]([O:26][C:27]2[CH:28]=[CH:29][C:30]([O:31][CH2:32][CH2:33][CH2:34][CH2:35][C:36]([NH:48][CH2:47][C:46]([OH:45])=[O:49])=[O:37])=[CH:39][CH:40]=2)=[CH:41][CH:42]=1)[C:9]1[CH:14]=[CH:13][CH:12]=[C:11]([NH:15][S:16]([CH3:19])(=[O:17])=[O:18])[C:10]=1[CH3:20])[C:2]1[CH:3]=[CH:4][CH:5]=[CH:6][CH:7]=1, predict the reactants needed to synthesize it. The reactants are: [CH2:1]([N:8]([CH2:21][C:22]1[CH:42]=[CH:41][C:25]([O:26][C:27]2[CH:40]=[CH:39][C:30]([O:31][CH2:32][CH2:33][CH2:34][CH2:35][C:36](O)=[O:37])=[CH:29][CH:28]=2)=[CH:24][CH:23]=1)[C:9]1[CH:14]=[CH:13][CH:12]=[C:11]([NH:15][S:16]([CH3:19])(=[O:18])=[O:17])[C:10]=1[CH3:20])[C:2]1[CH:7]=[CH:6][CH:5]=[CH:4][CH:3]=1.Cl.C[O:45][C:46](=[O:49])[CH2:47][NH2:48]. (5) Given the product [OH:1][C@:2]([C:32]1[CH:36]=[C:35]([CH3:37])[O:34][N:33]=1)([CH3:31])[C:3]#[C:4][C:5]1[CH:6]=[CH:7][C:8]2[O:14][CH2:13][CH2:12][N:11]3[C:15]([C:21]([NH:23][CH2:24][CH:29]4[CH2:26][O:27][CH2:28]4)=[O:22])=[C:16]([C:18]([NH2:20])=[O:19])[N:17]=[C:10]3[C:9]=2[CH:30]=1, predict the reactants needed to synthesize it. The reactants are: [OH:1][C@:2]([C:32]1[CH:36]=[C:35]([CH3:37])[O:34][N:33]=1)([CH3:31])[C:3]#[C:4][C:5]1[CH:6]=[CH:7][C:8]2[O:14][CH2:13][CH2:12][N:11]3[C:15]([C:21]([NH:23][CH:24]4[CH2:29][CH2:28][O:27][CH2:26]C4)=[O:22])=[C:16]([C:18]([NH2:20])=[O:19])[N:17]=[C:10]3[C:9]=2[CH:30]=1.Cl.CNC1COC1. (6) The reactants are: [C:1]([NH:8][OH:9])([O:3][C:4]([CH3:7])([CH3:6])[CH3:5])=[O:2].[H-].[Na+].[CH2:12]([O:14][C:15](=[O:30])[CH:16](OS(C)(=O)=O)[CH2:17][CH2:18][C:19]1[CH:24]=[CH:23][CH:22]=[CH:21][CH:20]=1)[CH3:13]. Given the product [CH2:12]([O:14][C:15](=[O:30])[CH:16]([O:9][NH:8][C:1]([O:3][C:4]([CH3:7])([CH3:6])[CH3:5])=[O:2])[CH2:17][CH2:18][C:19]1[CH:24]=[CH:23][CH:22]=[CH:21][CH:20]=1)[CH3:13], predict the reactants needed to synthesize it. (7) Given the product [F:1][C:2]1[CH:9]=[CH:8][C:7]([CH:10]2[CH2:35][CH:11]2[C:12]2([OH:32])[CH2:17][CH2:16][N:15]([C:18](=[O:31])[CH2:19][C:20]3[CH:25]=[CH:24][C:23]([N:26]4[CH:30]=[N:29][N:28]=[N:27]4)=[CH:22][CH:21]=3)[CH2:14][CH2:13]2)=[CH:6][C:3]=1[C:4]#[N:5], predict the reactants needed to synthesize it. The reactants are: [F:1][C:2]1[CH:9]=[CH:8][C:7](/[CH:10]=[CH:11]/[C:12]2([OH:32])[CH2:17][CH2:16][N:15]([C:18](=[O:31])[CH2:19][C:20]3[CH:25]=[CH:24][C:23]([N:26]4[CH:30]=[N:29][N:28]=[N:27]4)=[CH:22][CH:21]=3)[CH2:14][CH2:13]2)=[CH:6][C:3]=1[C:4]#[N:5].[N+](=[CH2:35])=[N-].